Dataset: Full USPTO retrosynthesis dataset with 1.9M reactions from patents (1976-2016). Task: Predict the reactants needed to synthesize the given product. (1) Given the product [O:27]1[C:23]2([CH2:28][CH2:29][CH:20]([CH:15]([NH:14][C:12]([C:3]3[C:2]([NH:1][C:31]([NH:30][C:33]4[C:34]([CH3:41])=[CH:35][C:36]([CH3:40])=[CH:37][C:38]=4[CH3:39])=[O:32])=[CH:11][C:10]4[C:5](=[CH:6][CH:7]=[CH:8][CH:9]=4)[CH:4]=3)=[O:13])[C:16]([O:18][CH3:19])=[O:17])[CH2:21][CH2:22]2)[O:24][CH2:25][CH2:26]1, predict the reactants needed to synthesize it. The reactants are: [NH2:1][C:2]1[C:3]([C:12]([NH:14][CH:15]([CH:20]2[CH2:29][CH2:28][C:23]3([O:27][CH2:26][CH2:25][O:24]3)[CH2:22][CH2:21]2)[C:16]([O:18][CH3:19])=[O:17])=[O:13])=[CH:4][C:5]2[C:10]([CH:11]=1)=[CH:9][CH:8]=[CH:7][CH:6]=2.[N:30]([C:33]1[C:38]([CH3:39])=[CH:37][C:36]([CH3:40])=[CH:35][C:34]=1[CH3:41])=[C:31]=[O:32]. (2) Given the product [C:4]([O-:8])(=[O:7])[CH:5]=[CH2:6].[Li+:3].[C:4]([OH:8])(=[O:7])[CH:5]=[CH2:6], predict the reactants needed to synthesize it. The reactants are: O.[OH-].[Li+:3].[C:4]([OH:8])(=[O:7])[CH:5]=[CH2:6]. (3) Given the product [Cl:9][C:3]1[CH:4]=[N:5][CH:6]=[C:7]([Cl:8])[C:2]=1[NH:1][C:22]([C:24]1[C:25]2[N:26]([N:32]=[C:33]([CH:35]([CH3:37])[CH3:36])[CH:34]=2)[C:27]([O:30][CH3:31])=[CH:28][CH:29]=1)=[O:21], predict the reactants needed to synthesize it. The reactants are: [NH2:1][C:2]1[C:7]([Cl:8])=[CH:6][N:5]=[CH:4][C:3]=1[Cl:9].[H-].[Na+].[N+](C1C=CC([O:21][C:22]([C:24]2[C:25]3[N:26]([N:32]=[C:33]([CH:35]([CH3:37])[CH3:36])[CH:34]=3)[C:27]([O:30][CH3:31])=[CH:28][CH:29]=2)=O)=CC=1)([O-])=O.[Cl-].[NH4+]. (4) The reactants are: [CH2:1]([S:3]([C:6]1[CH:13]=[CH:12][C:9]([C:10]#[N:11])=[CH:8][C:7]=1[CH3:14])(=[O:5])=[O:4])[CH3:2].C(OC(=O)C1C=CC(C[Br:26])=C(C(F)(F)F)C=1)C. Given the product [Br:26][CH2:14][C:7]1[CH:8]=[C:9]([CH:12]=[CH:13][C:6]=1[S:3]([CH2:1][CH3:2])(=[O:5])=[O:4])[C:10]#[N:11], predict the reactants needed to synthesize it. (5) Given the product [C:26]([O:32][CH2:33][C@@H:34]([C:48]([O:50][C:51]([CH3:54])([CH3:53])[CH3:52])=[O:49])[C@@H:35]([C:38]1[CH:39]=[CH:40][C:41]([C:44]([F:47])([F:46])[F:45])=[CH:42][CH:43]=1)[CH2:8][O:7][CH3:9])(=[O:31])[C:27]([CH3:28])([CH3:30])[CH3:29], predict the reactants needed to synthesize it. The reactants are: F[B-](F)(F)F.C[O+:7]([CH3:9])[CH3:8].CN(C1C2C(N(C)C)=CC=CC=2C=CC=1)C.[C:26]([O:32][CH2:33][C@@H:34]([C:48]([O:50][C:51]([CH3:54])([CH3:53])[CH3:52])=[O:49])[C@@H:35]([C:38]1[CH:43]=[CH:42][C:41]([C:44]([F:47])([F:46])[F:45])=[CH:40][CH:39]=1)CO)(=[O:31])[C:27]([CH3:30])([CH3:29])[CH3:28]. (6) Given the product [C:69]([O:68][C:66]([NH:65][CH2:64][C:60]1[CH:59]=[C:58]([C:54]2[CH:55]=[CH:56][CH:57]=[C:52]([CH2:51][O:50][C:41]3[CH:40]=[CH:39][C:38]([C:6]#[N:8])=[CH:43][C:42]=3[CH2:44][C:45]([O:47][CH2:48][CH3:49])=[O:46])[CH:53]=2)[CH:63]=[CH:62][CH:61]=1)=[O:67])([CH3:72])([CH3:71])[CH3:70], predict the reactants needed to synthesize it. The reactants are: C(O[C:6]([NH:8]CC1C=C(C2C=CC=C(COC3C=C(C#N)C=CC=3CC(OC)=O)C=2)C=CC=1)=O)(C)(C)C.Br[C:38]1[CH:39]=[CH:40][C:41]([O:50][CH2:51][C:52]2[CH:53]=[C:54]([C:58]3[CH:63]=[CH:62][CH:61]=[C:60]([CH2:64][NH:65][C:66]([O:68][C:69]([CH3:72])([CH3:71])[CH3:70])=[O:67])[CH:59]=3)[CH:55]=[CH:56][CH:57]=2)=[C:42]([CH2:44][C:45]([O:47][CH2:48][CH3:49])=[O:46])[CH:43]=1.